From a dataset of Forward reaction prediction with 1.9M reactions from USPTO patents (1976-2016). Predict the product of the given reaction. (1) Given the reactants [N:1]1([C:6]2[CH:12]=[CH:11][C:9]([NH2:10])=[CH:8][CH:7]=2)[CH:5]=[CH:4][CH:3]=[N:2]1.N1C=CC=CC=1.Cl[C:20]([O:22][CH2:23][C:24]([Cl:27])([Cl:26])[Cl:25])=[O:21], predict the reaction product. The product is: [N:1]1([C:6]2[CH:7]=[CH:8][C:9]([NH:10][C:20](=[O:21])[O:22][CH2:23][C:24]([Cl:27])([Cl:26])[Cl:25])=[CH:11][CH:12]=2)[CH:5]=[CH:4][CH:3]=[N:2]1. (2) Given the reactants [CH2:1]([O:3][C:4]([N:6]1[C:14]2[C:9](=[CH:10][C:11]([Cl:15])=[CH:12][CH:13]=2)[C:8]([CH2:21][C:22]([O:24]C(C)(C)C)=[O:23])([C:16]([O:18][CH2:19][CH3:20])=[O:17])[C:7]1=[O:29])=[O:5])[CH3:2].ClCCl, predict the reaction product. The product is: [Cl:15][C:11]1[CH:10]=[C:9]2[C:14](=[CH:13][CH:12]=1)[N:6]([C:4]([O:3][CH2:1][CH3:2])=[O:5])[C:7](=[O:29])[C:8]2([CH2:21][C:22]([OH:24])=[O:23])[C:16]([O:18][CH2:19][CH3:20])=[O:17].